Predict the product of the given reaction. From a dataset of Forward reaction prediction with 1.9M reactions from USPTO patents (1976-2016). Given the reactants Br[C:2]1[C:9]2[S:8][CH:7]=[N:6][C:5]=2[N:4]([CH:10]([CH3:14])[CH2:11][O:12][CH3:13])[C:3]=1[CH3:15].[C:16]([Cu])#[N:17], predict the reaction product. The product is: [CH3:13][O:12][CH2:11][CH:10]([N:4]1[C:5]2[N:6]=[CH:7][S:8][C:9]=2[C:2]([C:16]#[N:17])=[C:3]1[CH3:15])[CH3:14].